Dataset: Forward reaction prediction with 1.9M reactions from USPTO patents (1976-2016). Task: Predict the product of the given reaction. (1) Given the reactants [Cl:1][C:2]1[C:3]([CH2:53][C:54]2[CH:59]=[CH:58][C:57]([CH2:60][CH3:61])=[CH:56][CH:55]=2)=[CH:4][C:5]([C@:9]2([CH2:48][C:49]3([CH3:52])[CH2:51][O:50]3)[C@H:14]([O:15][CH2:16]C3C=CC=CC=3)[C@@H:13]([O:23][CH2:24][C:25]3[CH:30]=[CH:29][CH:28]=[CH:27][CH:26]=3)[C@H:12]([O:31][CH2:32][C:33]3[CH:38]=[CH:37][CH:36]=[CH:35][CH:34]=3)[C@@H:11]([CH2:39][O:40][CH2:41]C3C=CC=CC=3)[O:10]2)=[C:6]([OH:8])[CH:7]=1.C(=O)([O-])[O-].[K+].[K+], predict the reaction product. The product is: [CH2:16]([O:15][C@@H:14]1[C@@H:13]([O:23][CH2:24][C:25]2[CH:26]=[CH:27][CH:28]=[CH:29][CH:30]=2)[C@H:12]([O:31][CH2:32][C:33]2[CH:38]=[CH:37][CH:36]=[CH:35][CH:34]=2)[C@@H:11]([CH2:39][O:40][CH2:41][C:25]2[CH:30]=[CH:29][CH:28]=[CH:27][CH:26]=2)[O:10][C@:9]21[C:5]1[C:6](=[CH:7][C:2]([Cl:1])=[C:3]([CH2:53][C:54]3[CH:55]=[CH:56][C:57]([CH2:60][CH3:61])=[CH:58][CH:59]=3)[CH:4]=1)[O:8][C:49]([CH2:51][OH:50])([CH3:52])[CH2:48]2)[C:2]1[CH:3]=[CH:4][CH:5]=[CH:6][CH:7]=1. (2) Given the reactants P(Cl)(Cl)(Cl)=O.[F:6][C:7]1[CH:8]=[C:9]([C:15](=O)[CH3:16])[CH:10]=[C:11]([F:14])[C:12]=1[F:13].[ClH:18].NO.C([O-])(O)=O.[Na+].C[N:27]([CH:29]=O)C, predict the reaction product. The product is: [Cl:18]/[C:15](/[C:9]1[CH:8]=[C:7]([F:6])[C:12]([F:13])=[C:11]([F:14])[CH:10]=1)=[CH:16]\[C:29]#[N:27]. (3) Given the reactants [C:1]([O:5][C:6]([N:8]1[CH2:13][CH2:12][CH:11]([NH:14][C:15]2[CH:20]=[CH:19][C:18]([F:21])=[C:17]([F:22])[CH:16]=2)[CH2:10][C:9]1=O)=[O:7])([CH3:4])([CH3:3])[CH3:2].Cl[CH2:25][C:26]1[CH:31]=[CH:30][N:29]=[C:28]([C:32]2[CH:37]=[C:36]([O:38][CH3:39])[C:35]([O:40][CH3:41])=[C:34]([O:42][CH3:43])[CH:33]=2)[CH:27]=1, predict the reaction product. The product is: [C:1]([O:5][C:6]([N:8]1[CH2:13][CH2:12][CH:11]([N:14]([C:15]2[CH:20]=[CH:19][C:18]([F:21])=[C:17]([F:22])[CH:16]=2)[CH2:25][C:26]2[CH:31]=[CH:30][N:29]=[C:28]([C:32]3[CH:37]=[C:36]([O:38][CH3:39])[C:35]([O:40][CH3:41])=[C:34]([O:42][CH3:43])[CH:33]=3)[CH:27]=2)[CH2:10][CH2:9]1)=[O:7])([CH3:4])([CH3:3])[CH3:2]. (4) Given the reactants C(N(CC)CC)C.[Cl:8][C:9]1[N:14]=[C:13](Cl)[CH:12]=[C:11]([CH2:16][S:17]([C:20]2[CH:25]=[CH:24][C:23]([F:26])=[CH:22][CH:21]=2)(=[O:19])=[O:18])[N:10]=1.[CH3:27][C@H:28]1[CH2:33][O:32][CH2:31][CH2:30][NH:29]1, predict the reaction product. The product is: [Cl:8][C:9]1[N:10]=[C:11]([CH2:16][S:17]([C:20]2[CH:25]=[CH:24][C:23]([F:26])=[CH:22][CH:21]=2)(=[O:19])=[O:18])[CH:12]=[C:13]([N:29]2[CH2:30][CH2:31][O:32][CH2:33][C@@H:28]2[CH3:27])[N:14]=1. (5) Given the reactants [NH:1]1[C:5]2[CH:6]=[CH:7][CH:8]=[CH:9][C:4]=2[N:3]=[C:2]1[C:10]([C:12]1[CH:17]=[CH:16][C:15]([O:18][C:19]2[C:24]([C:25]3[C:26](F)=[N:27][CH:28]=[CH:29][CH:30]=3)=[N:23][CH:22]=[CH:21][N:20]=2)=[CH:14][CH:13]=1)=[O:11].[CH3:32][O:33][C:34]1[CH:41]=[CH:40][C:37]([CH2:38][OH:39])=[CH:36][CH:35]=1.CC(C)([O-])C.[K+].CC(O)(C)C, predict the reaction product. The product is: [NH:1]1[C:5]2[CH:6]=[CH:7][CH:8]=[CH:9][C:4]=2[N:3]=[C:2]1[C:10]([C:12]1[CH:17]=[CH:16][C:15]([O:18][C:19]2[C:24]([C:25]3[C:26]([O:39][CH2:38][C:37]4[CH:40]=[CH:41][C:34]([O:33][CH3:32])=[CH:35][CH:36]=4)=[N:27][CH:28]=[CH:29][CH:30]=3)=[N:23][CH:22]=[CH:21][N:20]=2)=[CH:14][CH:13]=1)=[O:11]. (6) Given the reactants [C:1]1([C:7]2([C:17]3[CH:22]=[CH:21][CH:20]=[CH:19][CH:18]=3)[CH:11]3[CH2:12][NH:13][CH2:14][CH2:15][N:10]3[C:9](=[O:16])[O:8]2)[CH:6]=[CH:5][CH:4]=[CH:3][CH:2]=1.C(N(CC)CC)C.[C:30]1(=[O:36])[O:35][C:33](=[O:34])[CH2:32][CH2:31]1.C(OCC)(=O)C, predict the reaction product. The product is: [O:36]=[C:30]([N:13]1[CH2:14][CH2:15][N:10]2[C:9](=[O:16])[O:8][C:7]([C:1]3[CH:6]=[CH:5][CH:4]=[CH:3][CH:2]=3)([C:17]3[CH:18]=[CH:19][CH:20]=[CH:21][CH:22]=3)[CH:11]2[CH2:12]1)[CH2:31][CH2:32][C:33]([OH:35])=[O:34].